The task is: Binary Classification. Given a T-cell receptor sequence (or CDR3 region) and an epitope sequence, predict whether binding occurs between them.. This data is from TCR-epitope binding with 47,182 pairs between 192 epitopes and 23,139 TCRs. (1) The epitope is FPPTSFGPL. The TCR CDR3 sequence is CASRYRESYEQYF. Result: 1 (the TCR binds to the epitope). (2) The epitope is ELAGIGILTV. The TCR CDR3 sequence is CASSQEKGATQSHNTEAFF. Result: 1 (the TCR binds to the epitope). (3) The epitope is FLNRFTTTL. The TCR CDR3 sequence is CASSQVDRGQGGELFF. Result: 1 (the TCR binds to the epitope). (4) The epitope is GTSGSPIVNR. The TCR CDR3 sequence is CASSLGGTDYNEQFF. Result: 1 (the TCR binds to the epitope). (5) The epitope is DATYQRTRALVR. The TCR CDR3 sequence is CASSTGTGGPSGTGELFF. Result: 1 (the TCR binds to the epitope).